From a dataset of Full USPTO retrosynthesis dataset with 1.9M reactions from patents (1976-2016). Predict the reactants needed to synthesize the given product. (1) Given the product [Cl:1][C:2]1[N:6]2[C:7](=[O:18])[N:8]([C:12]3[CH:13]=[CH:14][CH:15]=[CH:16][CH:17]=3)[C:9]([CH:11]=[O:19])=[CH:10][C:5]2=[N:4][CH:3]=1, predict the reactants needed to synthesize it. The reactants are: [Cl:1][C:2]1[N:6]2[C:7](=[O:18])[N:8]([C:12]3[CH:17]=[CH:16][CH:15]=[CH:14][CH:13]=3)[C:9]([CH3:11])=[CH:10][C:5]2=[N:4][CH:3]=1.[O:19]1CCOCC1. (2) Given the product [OH:18][C:14]1[CH:13]=[C:12]([C:8]2[CH:9]=[C:10]3[C:5](=[CH:6][CH:7]=2)[C:4]([C:29]2[CH:28]=[CH:27][C:26]([N:23]4[CH2:22][CH2:21][O:20][CH2:25][CH2:24]4)=[CH:31][CH:30]=2)=[C:3]([OH:19])[CH:2]=[CH:11]3)[CH:17]=[CH:16][CH:15]=1, predict the reactants needed to synthesize it. The reactants are: Br[C:2]1[C:11]2[C:6](=[CH:7][C:8]([C:12]3[CH:17]=[CH:16][CH:15]=[C:14]([OH:18])[CH:13]=3)=[CH:9][CH:10]=2)[CH:5]=[CH:4][C:3]=1[OH:19].[O:20]1[CH2:25][CH2:24][N:23]([C:26]2[CH:31]=[CH:30][C:29](OB(O)O)=[CH:28][CH:27]=2)[CH2:22][CH2:21]1.